This data is from Reaction yield outcomes from USPTO patents with 853,638 reactions. The task is: Predict the reaction yield, written as a fraction of the theoretical maximum amount of product (1.0 means a 100% yield; for example, 0.34 means a 34% yield). The reactants are [Cl:1][C:2]1[C:12]([C:13]#[N:14])=[C:6]2[CH:7]=[N:8][CH2:9][CH2:10][O:11][C:5]2=[C:4]([CH:15]([OH:17])[CH3:16])[CH:3]=1.[BH4-].[Na+].O. The catalyst is C(O)C. The product is [Cl:1][C:2]1[C:12]([C:13]#[N:14])=[C:6]2[CH2:7][NH:8][CH2:9][CH2:10][O:11][C:5]2=[C:4]([CH:15]([OH:17])[CH3:16])[CH:3]=1. The yield is 0.410.